Dataset: Reaction yield outcomes from USPTO patents with 853,638 reactions. Task: Predict the reaction yield, written as a fraction of the theoretical maximum amount of product (1.0 means a 100% yield; for example, 0.34 means a 34% yield). (1) The yield is 0.610. The product is [C:28]([O:27][C:25]([C:21]1[C:20]([CH3:32])=[C:19]2[C:24](=[CH:23][CH:22]=1)[C@@H:16]([NH:15][C:2]1[N:7]3[N:8]=[CH:9][CH:10]=[C:6]3[N:5]=[C:4]([C:11]([O:13][CH3:14])=[O:12])[CH:3]=1)[CH2:17][CH2:18]2)=[O:26])([CH3:31])([CH3:30])[CH3:29]. The reactants are Cl[C:2]1[N:7]2[N:8]=[CH:9][CH:10]=[C:6]2[N:5]=[C:4]([C:11]([O:13][CH3:14])=[O:12])[CH:3]=1.[NH2:15][C@@H:16]1[C:24]2[C:19](=[C:20]([CH3:32])[C:21]([C:25]([O:27][C:28]([CH3:31])([CH3:30])[CH3:29])=[O:26])=[CH:22][CH:23]=2)[CH2:18][CH2:17]1. The catalyst is CN(C=O)C. (2) The reactants are [NH2:1][C:2]1[N:10]=[CH:9][N:8]=[C:7]2[C:3]=1[N:4]=[C:5]([S:30][C:31]1[CH:36]=[C:35]([Cl:37])[CH:34]=C(Cl)[CH:32]=1)[N:6]2[CH:11](CC)[CH2:12][CH2:13][CH2:14][CH2:15][CH2:16]N1C(=O)C2C(=CC=CC=2)C1=O.O.[NH2:40]N.[CH2:42]([Cl:44])Cl. No catalyst specified. The product is [NH2:40][CH:13]([CH2:14][CH2:15][CH3:16])[CH2:12][CH2:11][N:6]1[C:5]([S:30][C:31]2[CH:36]=[C:35]([Cl:37])[CH:34]=[C:42]([Cl:44])[CH:32]=2)=[N:4][C:3]2[C:7]1=[N:8][CH:9]=[N:10][C:2]=2[NH2:1]. The yield is 0.500.